Task: Predict the product of the given reaction.. Dataset: Forward reaction prediction with 1.9M reactions from USPTO patents (1976-2016) Given the reactants FC(F)(F)S(O[C:7]1[C:16]2[C:11](=[CH:12][CH:13]=[CH:14][CH:15]=2)[CH:10]=[CH:9][C:8]=1[C:17](=[O:19])[CH3:18])(=O)=O.[B:22]1([B:22]2[O:26][C:25]([CH3:28])([CH3:27])[C:24]([CH3:30])([CH3:29])[O:23]2)[O:26][C:25]([CH3:28])([CH3:27])[C:24]([CH3:30])([CH3:29])[O:23]1.C([O-])(=O)C.[K+].O1CCOCC1, predict the reaction product. The product is: [C:17]([C:8]1[CH:9]=[CH:10][C:11]2[C:16](=[CH:15][CH:14]=[CH:13][CH:12]=2)[C:7]=1[B:22]1[O:26][C:25]([CH3:28])([CH3:27])[C:24]([CH3:30])([CH3:29])[O:23]1)(=[O:19])[CH3:18].